From a dataset of Peptide-MHC class II binding affinity with 134,281 pairs from IEDB. Regression. Given a peptide amino acid sequence and an MHC pseudo amino acid sequence, predict their binding affinity value. This is MHC class II binding data. The peptide sequence is INAGFKAALAAAAGVPPADKY. The MHC is DRB3_0101 with pseudo-sequence DRB3_0101. The binding affinity (normalized) is 0.